This data is from Peptide-MHC class I binding affinity with 185,985 pairs from IEDB/IMGT. The task is: Regression. Given a peptide amino acid sequence and an MHC pseudo amino acid sequence, predict their binding affinity value. This is MHC class I binding data. The peptide sequence is YLPTQQDVL. The MHC is HLA-B07:02 with pseudo-sequence HLA-B07:02. The binding affinity (normalized) is 0.